This data is from NCI-60 drug combinations with 297,098 pairs across 59 cell lines. The task is: Regression. Given two drug SMILES strings and cell line genomic features, predict the synergy score measuring deviation from expected non-interaction effect. (1) Drug 1: C1=CN(C=N1)CC(O)(P(=O)(O)O)P(=O)(O)O. Drug 2: CN1C2=C(C=C(C=C2)N(CCCl)CCCl)N=C1CCCC(=O)O.Cl. Cell line: DU-145. Synergy scores: CSS=0.251, Synergy_ZIP=-0.626, Synergy_Bliss=0.957, Synergy_Loewe=-1.91, Synergy_HSA=-1.65. (2) Cell line: TK-10. Synergy scores: CSS=11.6, Synergy_ZIP=-1.52, Synergy_Bliss=0.845, Synergy_Loewe=-23.5, Synergy_HSA=-1.00. Drug 2: CC1CCC2CC(C(=CC=CC=CC(CC(C(=O)C(C(C(=CC(C(=O)CC(OC(=O)C3CCCCN3C(=O)C(=O)C1(O2)O)C(C)CC4CCC(C(C4)OC)OCCO)C)C)O)OC)C)C)C)OC. Drug 1: C1CC(C1)(C(=O)O)C(=O)O.[NH2-].[NH2-].[Pt+2]. (3) Drug 1: CCC1=CC2CC(C3=C(CN(C2)C1)C4=CC=CC=C4N3)(C5=C(C=C6C(=C5)C78CCN9C7C(C=CC9)(C(C(C8N6C)(C(=O)OC)O)OC(=O)C)CC)OC)C(=O)OC.C(C(C(=O)O)O)(C(=O)O)O. Drug 2: CC1CCC2CC(C(=CC=CC=CC(CC(C(=O)C(C(C(=CC(C(=O)CC(OC(=O)C3CCCCN3C(=O)C(=O)C1(O2)O)C(C)CC4CCC(C(C4)OC)O)C)C)O)OC)C)C)C)OC. Cell line: T-47D. Synergy scores: CSS=35.1, Synergy_ZIP=-6.41, Synergy_Bliss=-3.11, Synergy_Loewe=0.521, Synergy_HSA=0.696. (4) Drug 1: C1=CC(=CC=C1CCC2=CNC3=C2C(=O)NC(=N3)N)C(=O)NC(CCC(=O)O)C(=O)O. Drug 2: CN(C)C1=NC(=NC(=N1)N(C)C)N(C)C. Cell line: UACC62. Synergy scores: CSS=0.549, Synergy_ZIP=-4.11, Synergy_Bliss=-5.59, Synergy_Loewe=-15.2, Synergy_HSA=-6.24. (5) Drug 1: C1=CC=C(C(=C1)C(C2=CC=C(C=C2)Cl)C(Cl)Cl)Cl. Drug 2: CS(=O)(=O)OCCCCOS(=O)(=O)C. Cell line: SF-268. Synergy scores: CSS=2.30, Synergy_ZIP=-0.475, Synergy_Bliss=2.11, Synergy_Loewe=-0.267, Synergy_HSA=0.182.